Dataset: Reaction yield outcomes from USPTO patents with 853,638 reactions. Task: Predict the reaction yield, written as a fraction of the theoretical maximum amount of product (1.0 means a 100% yield; for example, 0.34 means a 34% yield). (1) The reactants are Br[C:2]1[CH:7]=[CH:6][C:5]([C:8]2[N:12]([CH2:13][C@@H:14]3[CH2:18][CH2:17][N:16]([C:19]([CH:21]4[CH2:23][CH2:22]4)=[O:20])[CH2:15]3)[C:11](=[O:24])[C:10]3([CH2:29][CH2:28][N:27]([C:30]([O:32][CH3:33])=[O:31])[CH2:26][CH2:25]3)[N:9]=2)=[CH:4][CH:3]=1.[O:34]1[C:38]2[CH:39]=[CH:40][C:41](B(O)O)=[CH:42][C:37]=2[CH:36]=[CH:35]1. The catalyst is COCCOC.C1C=CC([P]([Pd]([P](C2C=CC=CC=2)(C2C=CC=CC=2)C2C=CC=CC=2)([P](C2C=CC=CC=2)(C2C=CC=CC=2)C2C=CC=CC=2)[P](C2C=CC=CC=2)(C2C=CC=CC=2)C2C=CC=CC=2)(C2C=CC=CC=2)C2C=CC=CC=2)=CC=1. The product is [O:34]1[C:38]2[CH:39]=[CH:40][C:41]([C:2]3[CH:7]=[CH:6][C:5]([C:8]4[N:12]([CH2:13][C@@H:14]5[CH2:18][CH2:17][N:16]([C:19]([CH:21]6[CH2:22][CH2:23]6)=[O:20])[CH2:15]5)[C:11](=[O:24])[C:10]5([CH2:25][CH2:26][N:27]([C:30]([O:32][CH3:33])=[O:31])[CH2:28][CH2:29]5)[N:9]=4)=[CH:4][CH:3]=3)=[CH:42][C:37]=2[CH:36]=[CH:35]1. The yield is 0.840. (2) The reactants are [C:1]([O:5][C:6]([N:8]1[CH2:13][CH2:12][C:11]([C:23]2[CH:28]=[CH:27][C:26]([I:29])=[CH:25][CH:24]=2)([CH2:14][N:15](C)[C:16](=O)C(F)(F)F)[CH2:10][CH2:9]1)=[O:7])([CH3:4])([CH3:3])[CH3:2].O.C([O-])([O-])=O.[K+].[K+]. The catalyst is CO. The product is [C:1]([O:5][C:6]([N:8]1[CH2:9][CH2:10][C:11]([C:23]2[CH:24]=[CH:25][C:26]([I:29])=[CH:27][CH:28]=2)([CH2:14][NH:15][CH3:16])[CH2:12][CH2:13]1)=[O:7])([CH3:4])([CH3:2])[CH3:3]. The yield is 0.830. (3) The reactants are [F:1][C:2]([F:18])([F:17])[C:3]([NH:5][C@@H:6]1[C:15]2[C:10](=[CH:11][CH:12]=[CH:13][CH:14]=2)[C:9](=[O:16])[CH2:8][CH2:7]1)=[O:4].C(N(CC)CC)C. The catalyst is CN(C=O)C. The product is [F:1][C:2]([F:17])([F:18])[C:3]([NH:5][C@@H:6]1[C:15]2[C:10](=[CH:11][CH:12]=[CH:13][CH:14]=2)[C@H:9]([OH:16])[CH2:8][CH2:7]1)=[O:4]. The yield is 0.880.